This data is from Reaction yield outcomes from USPTO patents with 853,638 reactions. The task is: Predict the reaction yield, written as a fraction of the theoretical maximum amount of product (1.0 means a 100% yield; for example, 0.34 means a 34% yield). The reactants are [C:1]1([C:7]2[CH:8]=[C:9]([C:13]3[N:22]=[C:21]([NH:23][C:24]4[CH:25]=[C:26]5[C:30](=[CH:31][CH:32]=4)[N:29](C([O-])=O)[N:28]=[CH:27]5)[C:20]4[C:15](=[CH:16][C:17]([O:47][CH3:48])=[C:18]([O:36][CH2:37][CH2:38][N:39]5[CH2:45][CH2:44][CH2:43][N:42]([CH3:46])[CH2:41][CH2:40]5)[CH:19]=4)[N:14]=3)[CH:10]=[CH:11][CH:12]=2)[CH:6]=[CH:5][CH:4]=[CH:3][CH:2]=1.Cl. The catalyst is C(Cl)Cl.O1CCOCC1. The product is [C:1]1([C:7]2[CH:8]=[C:9]([C:13]3[N:22]=[C:21]([NH:23][C:24]4[CH:25]=[C:26]5[C:30](=[CH:31][CH:32]=4)[NH:29][N:28]=[CH:27]5)[C:20]4[C:15](=[CH:16][C:17]([O:47][CH3:48])=[C:18]([O:36][CH2:37][CH2:38][N:39]5[CH2:45][CH2:44][CH2:43][N:42]([CH3:46])[CH2:41][CH2:40]5)[CH:19]=4)[N:14]=3)[CH:10]=[CH:11][CH:12]=2)[CH:6]=[CH:5][CH:4]=[CH:3][CH:2]=1. The yield is 0.260.